Dataset: Forward reaction prediction with 1.9M reactions from USPTO patents (1976-2016). Task: Predict the product of the given reaction. (1) Given the reactants [F:1][C:2]1[CH:3]=[C:4]([C:8]2([CH2:22][CH2:23][N:24]3[C@H:29]4[CH2:30][CH2:31][C@@H:25]3[CH2:26][CH:27]([N:32]3[C:36]5[CH:37]=[CH:38][CH:39]=[CH:40][C:35]=5[N:34]=[C:33]3[CH3:41])[CH2:28]4)[CH2:13][CH2:12][N:11]([C:14]([C:16]3([NH2:21])[CH2:20][CH2:19][CH2:18][CH2:17]3)=[O:15])[CH2:10][CH2:9]2)[CH:5]=[CH:6][CH:7]=1.[CH3:42][C:43]([CH3:48])([CH3:47])[C:44](Cl)=[O:45].CCN(C(C)C)C(C)C, predict the reaction product. The product is: [F:1][C:2]1[CH:3]=[C:4]([C:8]2([CH2:22][CH2:23][N:24]3[C@H:25]4[CH2:31][CH2:30][C@@H:29]3[CH2:28][CH:27]([N:32]3[C:36]5[CH:37]=[CH:38][CH:39]=[CH:40][C:35]=5[N:34]=[C:33]3[CH3:41])[CH2:26]4)[CH2:13][CH2:12][N:11]([C:14]([C:16]3([NH:21][C:44](=[O:45])[C:43]([CH3:48])([CH3:47])[CH3:42])[CH2:20][CH2:19][CH2:18][CH2:17]3)=[O:15])[CH2:10][CH2:9]2)[CH:5]=[CH:6][CH:7]=1. (2) Given the reactants C([Li])CCC.[CH2:6]([O:8][C:9]([C:11]1[N:12]=[C:13]([NH:16][C:17]([O:19][C:20]([CH3:23])([CH3:22])[CH3:21])=[O:18])[S:14][CH:15]=1)=[O:10])[CH3:7].[CH3:24][O:25][C:26]1[CH:33]=[CH:32][CH:31]=[CH:30][C:27]=1[CH:28]=[O:29], predict the reaction product. The product is: [CH2:6]([O:8][C:9]([C:11]1[N:12]=[C:13]([NH:16][C:17]([O:19][C:20]([CH3:22])([CH3:21])[CH3:23])=[O:18])[S:14][C:15]=1[CH:28]([OH:29])[C:27]1[CH:30]=[CH:31][CH:32]=[CH:33][C:26]=1[O:25][CH3:24])=[O:10])[CH3:7].